This data is from PAMPA (Parallel Artificial Membrane Permeability Assay) permeability data from NCATS. The task is: Regression/Classification. Given a drug SMILES string, predict its absorption, distribution, metabolism, or excretion properties. Task type varies by dataset: regression for continuous measurements (e.g., permeability, clearance, half-life) or binary classification for categorical outcomes (e.g., BBB penetration, CYP inhibition). Dataset: pampa_ncats. The drug is CC1=C(NC(=C1C(=O)C)C)C(=O)NC2=CC(=C(C=C2)OC)[S+](=O)(NC3=CC=CC(=C3)C#N)[O-]. The result is 1 (high permeability).